From a dataset of Forward reaction prediction with 1.9M reactions from USPTO patents (1976-2016). Predict the product of the given reaction. (1) Given the reactants [CH3:1][NH:2][C:3]([C:5]1[CH:6]=[C:7]([O:11][C:12]2[CH:13]=[CH:14][C:15]([NH:19][C:20]([NH:22][C:23]3[CH:24]=[CH:25][C:26]([Cl:33])=[C:27]([C:29]([F:32])([F:31])[F:30])[CH:28]=3)=[O:21])=[C:16]([F:18])[CH:17]=2)[CH:8]=[CH:9][N:10]=1)=[O:4].S(C1C=CC(C)=CC=1)([O-])(=O)=O.O.[OH-].[Na+].C(C(C)=O)C, predict the reaction product. The product is: [CH3:1][NH:2][C:3]([C:5]1[CH:6]=[C:7]([O:11][C:12]2[CH:13]=[CH:14][C:15]([NH:19][C:20]([NH:22][C:23]3[CH:24]=[CH:25][C:26]([Cl:33])=[C:27]([C:29]([F:31])([F:32])[F:30])[CH:28]=3)=[O:21])=[C:16]([F:18])[CH:17]=2)[CH:8]=[CH:9][N:10]=1)=[O:4]. (2) Given the reactants [NH:1]1[C:9]2[C:4](=[CH:5][CH:6]=[CH:7][CH:8]=2)[C:3]([CH:10]2[C:18]3[C:13](=[CH:14][CH:15]=[CH:16][CH:17]=3)[C:12](=[O:19])[N:11]2[CH3:20])=[CH:2]1.C([O-])([O-])=O.[K+].[K+].Br[CH2:28][C:29]([O:31]C(C)(C)C)=[O:30], predict the reaction product. The product is: [CH3:20][N:11]1[C:12](=[O:19])[C:13]2[C:18](=[CH:17][CH:16]=[CH:15][CH:14]=2)[CH:10]1[C:3]1[C:4]2[C:9](=[CH:8][CH:7]=[CH:6][CH:5]=2)[N:1]([CH2:28][C:29]([OH:31])=[O:30])[CH:2]=1. (3) Given the reactants C(OC([N:8]1[CH2:13][CH2:12][CH:11]([N:14]2[CH:18]=[C:17]([NH:19][C:20]3[N:38]=[C:23]4[C:24]([C:28]5[CH:33]=[CH:32][C:31]([S:34]([CH3:37])(=[O:36])=[O:35])=[CH:30][CH:29]=5)=[CH:25][CH:26]=[CH:27][N:22]4[N:21]=3)[CH:16]=[N:15]2)[CH2:10][CH2:9]1)=O)(C)(C)C.FC(F)(F)C(O)=O, predict the reaction product. The product is: [CH3:37][S:34]([C:31]1[CH:30]=[CH:29][C:28]([C:24]2[C:23]3[N:22]([N:21]=[C:20]([NH:19][C:17]4[CH:16]=[N:15][N:14]([CH:11]5[CH2:12][CH2:13][NH:8][CH2:9][CH2:10]5)[CH:18]=4)[N:38]=3)[CH:27]=[CH:26][CH:25]=2)=[CH:33][CH:32]=1)(=[O:36])=[O:35]. (4) Given the reactants [C:1]([C:4]1[CH:5]=[N:6][CH:7]=[CH:8][CH:9]=1)(=[O:3])[CH3:2].[BrH:10].[Br-].[Br-].[Br-].[NH+]1C=CC=CC=1.[NH+]1C=CC=CC=1.[NH+]1C=CC=CC=1, predict the reaction product. The product is: [Br:10][CH2:2][C:1]([C:4]1[CH:5]=[N:6][CH:7]=[CH:8][CH:9]=1)=[O:3].